Dataset: Forward reaction prediction with 1.9M reactions from USPTO patents (1976-2016). Task: Predict the product of the given reaction. Given the reactants Br[C:2]1[CH:7]=[CH:6][CH:5]=[C:4]([N+:8]([O-:10])=[O:9])[CH:3]=1.Cl.[C@@H:12]12[O:19][C@@H:16]([CH2:17][CH2:18]1)[CH2:15][NH:14][CH2:13]2.CC(C1C=C(C(C)C)C(C2C=CC=CC=2P(C2CCCCC2)C2CCCCC2)=C(C(C)C)C=1)C.C([O-])([O-])=O.[Cs+].[Cs+], predict the reaction product. The product is: [N+:8]([C:4]1[CH:3]=[C:2]([N:14]2[CH2:13][C@H:12]3[O:19][C@H:16]([CH2:17][CH2:18]3)[CH2:15]2)[CH:7]=[CH:6][CH:5]=1)([O-:10])=[O:9].